This data is from Catalyst prediction with 721,799 reactions and 888 catalyst types from USPTO. The task is: Predict which catalyst facilitates the given reaction. (1) Reactant: Cl.O1CCOCC1.[NH2:8][C:9]1[N:14]=[CH:13][N:12]=[C:11]2[N:15]([CH2:32][C@@H:33]3[CH2:37][CH2:36][CH2:35][N:34]3[C:38](=[O:59])[C:39]([C:57]#[N:58])=[CH:40][C:41]([N:44]3[CH2:49][CH2:48][N:47](C(OC(C)(C)C)=O)[CH2:46][CH2:45]3)([CH3:43])[CH3:42])[N:16]=[C:17]([C:18]3[CH:23]=[CH:22][C:21]([O:24][C:25]4[CH:30]=[CH:29][CH:28]=[CH:27][CH:26]=4)=[CH:20][C:19]=3[F:31])[C:10]=12. Product: [NH2:8][C:9]1[N:14]=[CH:13][N:12]=[C:11]2[N:15]([CH2:32][C@@H:33]3[CH2:37][CH2:36][CH2:35][N:34]3[C:38]([C:39](=[CH:40][C:41]([CH3:43])([N:44]3[CH2:49][CH2:48][NH:47][CH2:46][CH2:45]3)[CH3:42])[C:57]#[N:58])=[O:59])[N:16]=[C:17]([C:18]3[CH:23]=[CH:22][C:21]([O:24][C:25]4[CH:26]=[CH:27][CH:28]=[CH:29][CH:30]=4)=[CH:20][C:19]=3[F:31])[C:10]=12. The catalyst class is: 1. (2) Reactant: Cl.[F:2][C:3]1[CH:8]=[CH:7][C:6]([NH:9][C:10]2[CH:15]=[CH:14][N:13]=[C:12]([NH:16][C:17]3[CH:22]=[CH:21][C:20]([S:23](Cl)(=[O:25])=[O:24])=[CH:19][CH:18]=3)[N:11]=2)=[CH:5][CH:4]=1.[C:27]([O:31][C:32](=[O:50])[NH:33][CH2:34][CH2:35][NH:36][CH:37]1[CH2:42][CH2:41][N:40]([CH2:43][C:44]2[CH:49]=[CH:48][CH:47]=[CH:46][CH:45]=2)[CH2:39][CH2:38]1)([CH3:30])([CH3:29])[CH3:28]. Product: [C:27]([O:31][C:32](=[O:50])[NH:33][CH2:34][CH2:35][N:36]([CH:37]1[CH2:38][CH2:39][N:40]([CH2:43][C:44]2[CH:45]=[CH:46][CH:47]=[CH:48][CH:49]=2)[CH2:41][CH2:42]1)[S:23]([C:20]1[CH:21]=[CH:22][C:17]([NH:16][C:12]2[N:11]=[C:10]([NH:9][C:6]3[CH:7]=[CH:8][C:3]([F:2])=[CH:4][CH:5]=3)[CH:15]=[CH:14][N:13]=2)=[CH:18][CH:19]=1)(=[O:25])=[O:24])([CH3:30])([CH3:28])[CH3:29]. The catalyst class is: 66. (3) Reactant: [CH3:1][S:2]([C:5]1[CH:6]=[CH:7][C:8]([NH:11][NH2:12])=[N:9][CH:10]=1)(=[O:4])=[O:3].C(O)(C)C.[F:17][CH:18]([F:30])[C:19](=O)[CH2:20][C:21]([C:23]1[CH:28]=[CH:27][CH:26]=[CH:25][CH:24]=1)=O.S(=O)(=O)(O)O. Product: [CH3:1][S:2]([C:5]1[CH:6]=[CH:7][C:8]([N:11]2[C:21]([C:23]3[CH:24]=[CH:25][CH:26]=[CH:27][CH:28]=3)=[CH:20][C:19]([CH:18]([F:17])[F:30])=[N:12]2)=[N:9][CH:10]=1)(=[O:3])=[O:4]. The catalyst class is: 6. (4) Reactant: [CH3:1][O:2][C:3](=[O:21])[CH:4]([S:12]([C:15]1[CH:20]=[CH:19][CH:18]=[CH:17][CH:16]=1)(=[O:14])=[O:13])[CH:5]1[CH2:10][CH2:9][CH2:8][C:7](=O)[CH2:6]1.Cl.[Cl:23][C:24]1[CH:29]=[CH:28][C:27]([NH:30]N)=[CH:26][CH:25]=1.C([O-])(O)=O.[Na+]. Product: [CH3:1][O:2][C:3](=[O:21])[CH:4]([S:12]([C:15]1[CH:20]=[CH:19][CH:18]=[CH:17][CH:16]=1)(=[O:14])=[O:13])[CH:5]1[CH2:10][CH2:9][C:8]2[C:28]3[C:27](=[CH:26][CH:25]=[C:24]([Cl:23])[CH:29]=3)[NH:30][C:7]=2[CH2:6]1. The catalyst class is: 15.